This data is from Forward reaction prediction with 1.9M reactions from USPTO patents (1976-2016). The task is: Predict the product of the given reaction. Given the reactants [Br:1][CH2:2][C:3]1[CH:11]=[CH:10][C:6]([C:7]([OH:9])=[O:8])=[CH:5][C:4]=1[N+:12]([O-:14])=[O:13].[CH2:15](O)[C:16]1[CH:21]=[CH:20][CH:19]=[CH:18][CH:17]=1.C1CCC(N=C=NC2CCCCC2)CC1, predict the reaction product. The product is: [Br:1][CH2:2][C:3]1[CH:11]=[CH:10][C:6]([C:7]([O:9][CH2:15][C:16]2[CH:21]=[CH:20][CH:19]=[CH:18][CH:17]=2)=[O:8])=[CH:5][C:4]=1[N+:12]([O-:14])=[O:13].